This data is from Full USPTO retrosynthesis dataset with 1.9M reactions from patents (1976-2016). The task is: Predict the reactants needed to synthesize the given product. (1) Given the product [CH:26]([O:25][CH2:24][CH2:23][CH2:22][CH2:21][O:20][CH:10]([CH2:9][OH:8])[CH2:11][OH:12])=[CH2:27], predict the reactants needed to synthesize it. The reactants are: [Si]([O:8][CH2:9][CH:10]([O:20][CH2:21][CH2:22][CH2:23][CH2:24][O:25][CH:26]=[CH2:27])[CH2:11][O:12][Si](C)(C)C(C)(C)C)(C(C)(C)C)(C)C.[F-].C([N+](CCCC)(CCCC)CCCC)CCC. (2) Given the product [N+:13]([C:16]1[N:17]=[C:18]2[N:23]([CH:24]=1)[CH2:22][CH2:21][C@H:20]([CH2:25][O:26][C:27]1[CH:32]=[CH:31][C:30]([N:33]3[CH2:38][CH2:37][CH:36]([NH:8][C:7]4[CH:9]=[CH:10][C:4]([O:3][C:2]([F:11])([F:12])[F:1])=[CH:5][CH:6]=4)[CH2:35][CH2:34]3)=[CH:29][CH:28]=1)[O:19]2)([O-:15])=[O:14], predict the reactants needed to synthesize it. The reactants are: [F:1][C:2]([F:12])([F:11])[O:3][C:4]1[CH:10]=[CH:9][C:7]([NH2:8])=[CH:6][CH:5]=1.[N+:13]([C:16]1[N:17]=[C:18]2[N:23]([CH:24]=1)[CH2:22][CH2:21][C@H:20]([CH2:25][O:26][C:27]1[CH:32]=[CH:31][C:30]([N:33]3[CH2:38][CH2:37][C:36](=O)[CH2:35][CH2:34]3)=[CH:29][CH:28]=1)[O:19]2)([O-:15])=[O:14].C(O[BH-](OC(=O)C)OC(=O)C)(=O)C.[Na+].C(=O)([O-])O.[Na+].